Task: Predict the reactants needed to synthesize the given product.. Dataset: Full USPTO retrosynthesis dataset with 1.9M reactions from patents (1976-2016) Given the product [Cl:1][C:2]1[CH:9]=[CH:8][C:5]([C:6]#[N:7])=[C:4]([O:10][C@@H:14]([C:16]2[S:17][CH:18]=[CH:19][CH:20]=2)[CH2:13][CH2:12][Cl:11])[CH:3]=1, predict the reactants needed to synthesize it. The reactants are: [Cl:1][C:2]1[CH:9]=[CH:8][C:5]([C:6]#[N:7])=[C:4]([OH:10])[CH:3]=1.[Cl:11][CH2:12][CH2:13][C@@H:14]([C:16]1[S:17][CH:18]=[CH:19][CH:20]=1)O.